Dataset: Forward reaction prediction with 1.9M reactions from USPTO patents (1976-2016). Task: Predict the product of the given reaction. (1) Given the reactants Br[C:2]1[CH:7]=[CH:6][C:5]([N:8]2[CH2:12][CH2:11][CH2:10][S:9]2(=[O:14])=[O:13])=[CH:4][CH:3]=1.[CH3:15][N:16]1[C:20]([C:21]#[N:22])=[CH:19][CH:18]=[C:17]1B(O)O.[F-].[K+], predict the reaction product. The product is: [O:13]=[S:9]1(=[O:14])[CH2:10][CH2:11][CH2:12][N:8]1[C:5]1[CH:6]=[CH:7][C:2]([C:17]2[N:16]([CH3:15])[C:20]([C:21]#[N:22])=[CH:19][CH:18]=2)=[CH:3][CH:4]=1. (2) Given the reactants [C:1]([O:5][C:6](=[O:14])/[CH:7]=[CH:8]/[C:9]1[CH:13]=[CH:12][NH:11][CH:10]=1)([CH3:4])([CH3:3])[CH3:2].[Br:15][C:16]1[CH:21]=[CH:20][C:19]([S:22](Cl)(=[O:24])=[O:23])=[CH:18][CH:17]=1, predict the reaction product. The product is: [C:1]([O:5][C:6](=[O:14])/[CH:7]=[CH:8]/[C:9]1[CH:13]=[CH:12][N:11]([S:22]([C:19]2[CH:20]=[CH:21][C:16]([Br:15])=[CH:17][CH:18]=2)(=[O:24])=[O:23])[CH:10]=1)([CH3:4])([CH3:2])[CH3:3]. (3) Given the reactants [C:1]([O:5][C:6]([N:8]1[CH2:13][CH2:12][N:11]([C:14]2[CH:22]=[CH:21][CH:20]=[C:19]3[C:15]=2[CH:16]=[CH:17][N:18]3[Si:23]([CH:30]([CH3:32])[CH3:31])([CH:27]([CH3:29])[CH3:28])[CH:24]([CH3:26])[CH3:25])[CH2:10][CH2:9]1)=[O:7])([CH3:4])([CH3:3])[CH3:2].[CH3:33][N+:34]([CH3:36])=[CH2:35].[I-].C(Cl)Cl, predict the reaction product. The product is: [C:1]([O:5][C:6]([N:8]1[CH2:9][CH2:10][N:11]([C:14]2[CH:22]=[CH:21][CH:20]=[C:19]3[C:15]=2[C:16]([CH2:33][N:34]([CH3:36])[CH3:35])=[CH:17][N:18]3[Si:23]([CH:24]([CH3:25])[CH3:26])([CH:27]([CH3:29])[CH3:28])[CH:30]([CH3:32])[CH3:31])[CH2:12][CH2:13]1)=[O:7])([CH3:3])([CH3:4])[CH3:2]. (4) Given the reactants [CH3:1][N:2]1[CH2:15][CH2:14][C:5]2[NH:6][C:7]3[CH:8]=[CH:9][C:10]([CH3:13])=[CH:11][C:12]=3[C:4]=2[CH2:3]1.Br[C:17]1[CH:21]=[CH:20][O:19][CH:18]=1.[O-]P([O-])([O-])=O.[K+].[K+].[K+].N1CCC[C@H]1C(O)=O, predict the reaction product. The product is: [O:19]1[CH:20]=[CH:21][C:17]([N:6]2[C:7]3[CH:8]=[CH:9][C:10]([CH3:13])=[CH:11][C:12]=3[C:4]3[CH2:3][N:2]([CH3:1])[CH2:15][CH2:14][C:5]2=3)=[CH:18]1. (5) Given the reactants [CH2:1]([C@@H:8]1[CH2:12]O[C:10](=O)[N:9]1[C:14](=[O:36])[C@H:15]([CH2:19][C:20]1[C:25]([CH3:26])=[CH:24][C:23]([O:27][CH2:28][C:29]2[CH:34]=[CH:33][CH:32]=[CH:31][CH:30]=2)=[CH:22][C:21]=1[CH3:35])[CH2:16]C=O)[C:2]1[CH:7]=[CH:6]C=C[CH:3]=1.[N:37]1[NH:38]C=C2C=1CCC(N)C2.C(O[BH-](OC(=O)C)OC(=O)C)(=O)C.[Na+].C(N(CC)C(C)C)(C)C, predict the reaction product. The product is: [CH2:28]([O:27][C:23]1[CH:22]=[C:21]([CH3:35])[C:20]([CH2:19][C@@H:15]2[CH2:16][CH2:10][N:9]([CH:8]3[CH2:12][CH2:6][C:7]4[C:2](=[CH:3][NH:37][N:38]=4)[CH2:1]3)[C:14]2=[O:36])=[C:25]([CH3:26])[CH:24]=1)[C:29]1[CH:34]=[CH:33][CH:32]=[CH:31][CH:30]=1. (6) The product is: [C:8]([C:6]1[CH:5]=[CH:4][N:3]=[C:2]([C:22]2[CH:21]=[C:20]([N:23]3[CH2:24][CH2:25][CH2:26][CH2:27][CH2:28]3)[CH:19]=[CH:18][C:17]=2[N+:14]([O-:16])=[O:15])[CH:7]=1)#[CH:9]. Given the reactants Cl[C:2]1[CH:7]=[C:6]([C:8]#[C:9][Si](C)(C)C)[CH:5]=[CH:4][N:3]=1.[N+:14]([C:17]1[CH:22]=[CH:21][C:20]([N:23]2[CH2:28][CH2:27][CH2:26][CH2:25][CH2:24]2)=[CH:19][C:18]=1B1OC(C)(C)C(C)(C)O1)([O-:16])=[O:15].C([O-])([O-])=O.[Na+].[Na+].CC(C1C=C(C(C)C)C(C2C=CC=CC=2P(C2CCCCC2)C2CCCCC2)=C(C(C)C)C=1)C, predict the reaction product. (7) Given the reactants [C:1]1([C:7]2[C:16]([N:17]3[CH2:22][CH2:21][CH:20]([C:23]4[C:28]([C:29]([F:32])([F:31])[F:30])=[CH:27][CH:26]=[CH:25][N:24]=4)[CH2:19][CH2:18]3)=[N:15][C:14]3[C:9](=[CH:10][CH:11]=[C:12]([C:33]([O:35]C)=[O:34])[CH:13]=3)[N:8]=2)[CH:6]=[CH:5][CH:4]=[CH:3][CH:2]=1.[OH-].[Na+].Cl, predict the reaction product. The product is: [C:1]1([C:7]2[C:16]([N:17]3[CH2:18][CH2:19][CH:20]([C:23]4[C:28]([C:29]([F:31])([F:32])[F:30])=[CH:27][CH:26]=[CH:25][N:24]=4)[CH2:21][CH2:22]3)=[N:15][C:14]3[C:9](=[CH:10][CH:11]=[C:12]([C:33]([OH:35])=[O:34])[CH:13]=3)[N:8]=2)[CH:6]=[CH:5][CH:4]=[CH:3][CH:2]=1. (8) Given the reactants [CH3:1][O:2][C:3](=[O:24])[NH:4][C:5]1[N:6]=[C:7]2[CH:12]=[C:11]([C:13]3[CH:18]=[CH:17][CH:16]=[C:15]([C:19](=[O:22])[NH:20][CH3:21])[CH:14]=3)[CH:10]=[N:9][N:8]2[CH:23]=1.C1C(=O)N([Br:32])C(=O)C1, predict the reaction product. The product is: [CH3:1][O:2][C:3](=[O:24])[NH:4][C:5]1[N:6]=[C:7]2[CH:12]=[C:11]([C:13]3[CH:18]=[CH:17][CH:16]=[C:15]([C:19](=[O:22])[NH:20][CH3:21])[CH:14]=3)[CH:10]=[N:9][N:8]2[C:23]=1[Br:32]. (9) Given the reactants Cl[C:2]1[C:3]2[CH:10]=[C:9]([C:11]3[CH:16]=[CH:15][C:14]([CH2:17][OH:18])=[CH:13][CH:12]=3)[NH:8][C:4]=2[N:5]=[CH:6][N:7]=1.[CH3:19][O:20][C:21]1[CH:26]=[C:25]([NH2:27])[CH:24]=[CH:23][N:22]=1.COC1C=C([N+]([O-])=O)C=C[N+]=1[O-].C(Cl)(Cl)Cl, predict the reaction product. The product is: [CH3:19][O:20][C:21]1[CH:26]=[C:25]([NH:27][C:2]2[C:3]3[CH:10]=[C:9]([C:11]4[CH:16]=[CH:15][C:14]([CH2:17][OH:18])=[CH:13][CH:12]=4)[NH:8][C:4]=3[N:5]=[CH:6][N:7]=2)[CH:24]=[CH:23][N:22]=1. (10) Given the reactants Br[C:2]1[C:3]([NH2:26])=[N:4][CH:5]=[C:6]([C:8]2[C:17]3[C:12](=[N:13][CH:14]=[CH:15][CH:16]=3)[N:11]=[C:10]([C:18]3[CH:23]=[C:22]([Cl:24])[CH:21]=[CH:20][C:19]=3[F:25])[CH:9]=2)[CH:7]=1.[CH3:27][N:28]1[CH:32]=[C:31](B2OC(C)(C)C(C)(C)O2)[CH:30]=[N:29]1.C(=O)([O-])[O-].[K+].[K+].O, predict the reaction product. The product is: [Cl:24][C:22]1[CH:21]=[CH:20][C:19]([F:25])=[C:18]([C:10]2[CH:9]=[C:8]([C:6]3[CH:7]=[C:2]([C:31]4[CH:30]=[N:29][N:28]([CH3:27])[CH:32]=4)[C:3]([NH2:26])=[N:4][CH:5]=3)[C:17]3[C:12](=[N:13][CH:14]=[CH:15][CH:16]=3)[N:11]=2)[CH:23]=1.